From a dataset of Full USPTO retrosynthesis dataset with 1.9M reactions from patents (1976-2016). Predict the reactants needed to synthesize the given product. (1) Given the product [Br:20][CH2:17][C:8]1[CH:9]=[CH:10][C:11]([C:13]([F:16])([F:15])[F:14])=[CH:12][C:7]=1[C:4]1[CH:5]=[CH:6][N:1]=[N:2][CH:3]=1, predict the reactants needed to synthesize it. The reactants are: [N:1]1[CH:6]=[CH:5][C:4]([C:7]2[CH:12]=[C:11]([C:13]([F:16])([F:15])[F:14])[CH:10]=[CH:9][C:8]=2[CH2:17]O)=[CH:3][N:2]=1.P(Br)(Br)[Br:20].O. (2) Given the product [Br:1][C:2]1[CH:7]=[CH:6][C:5]([CH2:8][CH2:9][O:10][Si:16]([C:19]([CH3:22])([CH3:21])[CH3:20])([CH3:18])[CH3:17])=[CH:4][CH:3]=1, predict the reactants needed to synthesize it. The reactants are: [Br:1][C:2]1[CH:7]=[CH:6][C:5]([CH2:8][CH2:9][OH:10])=[CH:4][CH:3]=1.N1C=CN=C1.[Si:16](Cl)([C:19]([CH3:22])([CH3:21])[CH3:20])([CH3:18])[CH3:17]. (3) Given the product [CH3:1][C:2]1[CH:61]=[CH:60][C:5]([CH2:6][C:7]2[CH:12]=[C:11]([O:13][CH2:14][CH2:15][CH2:16][CH2:17][Si:18]([O:22][CH3:23])([O:25][CH3:26])[O:19][CH3:20])[CH:10]=[CH:9][C:8]=2[S:28]([C:31]2[CH:36]=[CH:35][C:34]([O:37][CH2:38][CH2:39][CH2:40][CH2:41][Si:42]([O:46][CH3:47])([O:49][CH3:50])[O:43][CH3:44])=[CH:33][C:32]=2[CH2:52][C:53]2[CH:58]=[CH:57][C:56]([CH3:59])=[CH:55][CH:54]=2)(=[O:29])=[O:30])=[CH:4][CH:3]=1, predict the reactants needed to synthesize it. The reactants are: [CH3:1][C:2]1[CH:61]=[CH:60][C:5]([CH2:6][C:7]2[CH:12]=[C:11]([O:13][CH2:14][CH2:15][CH2:16][CH2:17][Si:18]([O:25][CH2:26]C)([O:22][CH2:23]C)[O:19][CH2:20]C)[CH:10]=[CH:9][C:8]=2[S:28]([C:31]2[CH:36]=[CH:35][C:34]([O:37][CH2:38][CH2:39][CH2:40][CH2:41][Si:42]([O:49][CH2:50]C)([O:46][CH2:47]C)[O:43][CH2:44]C)=[CH:33][C:32]=2[CH2:52][C:53]2[CH:58]=[CH:57][C:56]([CH3:59])=[CH:55][CH:54]=2)(=[O:30])=[O:29])=[CH:4][CH:3]=1. (4) Given the product [Cl:39][C:36]1[CH:35]=[N:34][C:33]([O:32][CH2:31][CH2:30][O:29][C:11]2[C:10]([C:8]3[CH:7]=[CH:6][C:5]([OH:1])=[C:4]([OH:3])[CH:9]=3)=[C:14]([NH:15][S:16]([C:19]3[CH:24]=[CH:23][C:22]([CH:25]([CH3:27])[CH2:26][OH:41])=[CH:21][N:20]=3)(=[O:17])=[O:18])[N:13]([CH3:28])[N:12]=2)=[N:38][CH:37]=1, predict the reactants needed to synthesize it. The reactants are: [O:1]1[C:5]2[CH:6]=[CH:7][C:8]([C:10]3[C:11]([O:29][CH2:30][CH2:31][O:32][C:33]4[N:38]=[CH:37][C:36]([Cl:39])=[CH:35][N:34]=4)=[N:12][N:13]([CH3:28])[C:14]=3[NH:15][S:16]([C:19]3[CH:24]=[CH:23][C:22]([CH:25]([CH3:27])[CH3:26])=[CH:21][N:20]=3)(=[O:18])=[O:17])=[CH:9][C:4]=2[O:3]C1.C[OH:41]. (5) Given the product [Br:60][C:57]1[CH:58]=[CH:59][C:54]([NH:61][CH2:62][CH2:63][N:64]2[CH2:68][CH2:67][CH2:66][CH2:65]2)=[N:55][CH:56]=1, predict the reactants needed to synthesize it. The reactants are: C([O-])([O-])=O.[K+].[K+].C1(P(C2C=CC=CC=2)C2C=CC3C(=CC=CC=3)C=2C2C3C(=CC=CC=3)C=CC=2P(C2C=CC=CC=2)C2C=CC=CC=2)C=CC=CC=1.Br[C:54]1[CH:59]=[CH:58][C:57]([Br:60])=[CH:56][N:55]=1.[NH2:61][CH2:62][CH2:63][N:64]1[CH2:68][CH2:67][CH2:66][CH2:65]1. (6) Given the product [NH2:14][C:12]([NH:1][C:2]1[S:3][CH:4]=[CH:5][C:6]=1[C:7]([NH2:9])=[O:8])=[O:13], predict the reactants needed to synthesize it. The reactants are: [NH2:1][C:2]1[S:3][CH:4]=[CH:5][C:6]=1[C:7]([NH2:9])=[O:8].ClC(Cl)(Cl)[C:12]([N:14]=C=O)=[O:13].N. (7) Given the product [ClH:2].[CH3:19][O:18][N:17]=[CH:16][CH:15]1[C:10]2([C:5]3[CH:6]=[CH:7][C:8]([Cl:9])=[C:3]([Cl:2])[CH:4]=3)[CH:14]1[CH2:13][NH:12][CH2:11]2, predict the reactants needed to synthesize it. The reactants are: Cl.[Cl:2][C:3]1[CH:4]=[C:5]([C:10]23[CH:15]([CH:16]=[N:17][O:18][CH3:19])[CH:14]2[CH2:13][N:12](C(OC(C)(C)C)=O)[CH2:11]3)[CH:6]=[CH:7][C:8]=1[Cl:9].CCCCCC.